This data is from Peptide-MHC class II binding affinity with 134,281 pairs from IEDB. The task is: Regression. Given a peptide amino acid sequence and an MHC pseudo amino acid sequence, predict their binding affinity value. This is MHC class II binding data. The peptide sequence is RVVHLYRNGKDQDGD. The MHC is DRB1_1101 with pseudo-sequence DRB1_1101. The binding affinity (normalized) is 0.490.